This data is from NCI-60 drug combinations with 297,098 pairs across 59 cell lines. The task is: Regression. Given two drug SMILES strings and cell line genomic features, predict the synergy score measuring deviation from expected non-interaction effect. (1) Synergy scores: CSS=42.4, Synergy_ZIP=-3.47, Synergy_Bliss=5.66, Synergy_Loewe=4.88, Synergy_HSA=5.26. Cell line: MALME-3M. Drug 1: CC1C(C(CC(O1)OC2CC(CC3=C2C(=C4C(=C3O)C(=O)C5=C(C4=O)C(=CC=C5)OC)O)(C(=O)C)O)N)O.Cl. Drug 2: C1=CC=C(C=C1)NC(=O)CCCCCCC(=O)NO. (2) Drug 1: CN(CC1=CN=C2C(=N1)C(=NC(=N2)N)N)C3=CC=C(C=C3)C(=O)NC(CCC(=O)O)C(=O)O. Drug 2: N.N.Cl[Pt+2]Cl. Cell line: SNB-19. Synergy scores: CSS=45.2, Synergy_ZIP=-9.90, Synergy_Bliss=-13.3, Synergy_Loewe=-12.9, Synergy_HSA=-10.3.